This data is from Catalyst prediction with 721,799 reactions and 888 catalyst types from USPTO. The task is: Predict which catalyst facilitates the given reaction. Reactant: [Si:1](Cl)([C:4]([CH3:7])([CH3:6])[CH3:5])([CH3:3])[CH3:2].[CH3:9][O:10][C:11]1[C:16]2[C:17](=[O:27])[N:18]3[CH2:25][C@H:24]([OH:26])[CH2:23][C@H:19]3[C:20](=[O:22])[NH:21][C:15]=2[CH:14]=[CH:13][C:12]=1[O:28][CH3:29].N1C=CN=C1.O. Product: [CH3:9][O:10][C:11]1[C:16]2[C:17](=[O:27])[N:18]3[CH2:25][C@H:24]([O:26][Si:1]([C:4]([CH3:7])([CH3:6])[CH3:5])([CH3:3])[CH3:2])[CH2:23][C@H:19]3[C:20](=[O:22])[NH:21][C:15]=2[CH:14]=[CH:13][C:12]=1[O:28][CH3:29]. The catalyst class is: 3.